This data is from TCR-epitope binding with 47,182 pairs between 192 epitopes and 23,139 TCRs. The task is: Binary Classification. Given a T-cell receptor sequence (or CDR3 region) and an epitope sequence, predict whether binding occurs between them. The epitope is FLPRVFSAV. The TCR CDR3 sequence is CASSQDWGGAQPQHF. Result: 1 (the TCR binds to the epitope).